This data is from Forward reaction prediction with 1.9M reactions from USPTO patents (1976-2016). The task is: Predict the product of the given reaction. (1) Given the reactants C[O:2][C:3](=[O:32])[C@H:4]([CH2:16][C:17]1[CH:22]=[CH:21][C:20]([C:23]2[CH:28]=[CH:27][CH:26]=[CH:25][C:24]=2[S:29]([CH3:31])=[O:30])=[CH:19][CH:18]=1)[NH:5][C:6](=[O:15])[C:7]1[C:12]([Cl:13])=[CH:11][CH:10]=[CH:9][C:8]=1[Cl:14].[Li+].[OH-], predict the reaction product. The product is: [Cl:14][C:8]1[CH:9]=[CH:10][CH:11]=[C:12]([Cl:13])[C:7]=1[C:6]([NH:5][C@H:4]([C:3]([OH:32])=[O:2])[CH2:16][C:17]1[CH:22]=[CH:21][C:20]([C:23]2[CH:28]=[CH:27][CH:26]=[CH:25][C:24]=2[S:29]([CH3:31])=[O:30])=[CH:19][CH:18]=1)=[O:15]. (2) Given the reactants [C:1]([O-:12])(=O)[CH2:2][CH2:3][CH2:4][CH2:5][CH2:6][CH2:7][CH2:8][CH2:9]C.C([P+]([CH2:40][CH2:41][CH2:42][CH2:43][CH2:44][CH3:45])(CCCCCC)CCCCCCCCCCCCCC)CCCCC.C1(C#C[Mg]Br)C=CC=CC=1.C(=O)C1C=CC=CC=1, predict the reaction product. The product is: [C:40]1([CH:1]([OH:12])[C:2]#[C:3][C:4]2[CH:5]=[CH:6][CH:7]=[CH:8][CH:9]=2)[CH:41]=[CH:42][CH:43]=[CH:44][CH:45]=1. (3) Given the reactants [CH3:1]/[CH:2]=[CH:3]/[C:4]1[CH:9]=[CH:8][CH:7]=[CH:6][CH:5]=1.S(O)(O)(=O)=O.[NH3:15], predict the reaction product. The product is: [NH2:15][CH:2]([CH2:3][C:4]1[CH:9]=[CH:8][CH:7]=[CH:6][CH:5]=1)[CH3:1]. (4) Given the reactants ONC(=O)C(S(C1C=CC(C2C=CC(CCCC(F)(F)F)=CC=2)=CC=1)(=O)=O)CCOC.O1CCCCC1[O:38][NH:39][C:40]([C:42]1([S:51]([C:54]2[CH:59]=[CH:58][C:57]([C:60]3[CH:65]=[CH:64][C:63]([CH2:66][CH2:67][C:68]([F:74])([F:73])[C:69]([F:72])([F:71])[F:70])=[CH:62][CH:61]=3)=[CH:56][CH:55]=2)(=[O:53])=[O:52])[CH2:47][CH2:46][N:45]([CH:48]2[CH2:50][CH2:49]2)[CH2:44][CH2:43]1)=[O:41].C(O)C.[ClH:78], predict the reaction product. The product is: [ClH:78].[CH:48]1([N:45]2[CH2:44][CH2:43][C:42]([S:51]([C:54]3[CH:55]=[CH:56][C:57]([C:60]4[CH:65]=[CH:64][C:63]([CH2:66][CH2:67][C:68]([F:74])([F:73])[C:69]([F:70])([F:71])[F:72])=[CH:62][CH:61]=4)=[CH:58][CH:59]=3)(=[O:53])=[O:52])([C:40]([NH:39][OH:38])=[O:41])[CH2:47][CH2:46]2)[CH2:49][CH2:50]1. (5) Given the reactants C([O:3][C:4]([C:6]1[C:11]2[S:12][CH:13]=[CH:14][C:10]=2[CH:9]=[CH:8][CH:7]=1)=[O:5])C.[OH-].[Na+], predict the reaction product. The product is: [S:12]1[CH:13]=[CH:14][C:10]2[CH:9]=[CH:8][CH:7]=[C:6]([C:4]([OH:5])=[O:3])[C:11]1=2. (6) The product is: [F:17][C:18]([F:29])([F:28])[C:19]1[CH:24]=[CH:23][C:22]([C:2]2[CH:7]=[C:6]([C:8]#[N:9])[CH:5]=[C:4]([C:22]3[CH:23]=[CH:24][C:19]([C:18]([F:29])([F:28])[F:17])=[CH:20][CH:21]=3)[N:3]=2)=[CH:21][CH:20]=1. Given the reactants Cl[C:2]1[CH:7]=[C:6]([C:8]#[N:9])[CH:5]=[C:4](Cl)[N:3]=1.O.C(=O)(O)[O-].[Na+].[F:17][C:18]([F:29])([F:28])[C:19]1[CH:24]=[CH:23][C:22](B(O)O)=[CH:21][CH:20]=1, predict the reaction product.